This data is from Catalyst prediction with 721,799 reactions and 888 catalyst types from USPTO. The task is: Predict which catalyst facilitates the given reaction. (1) Reactant: [F:1][C:2]([F:15])([F:14])[S:3]([O:6]S(C(F)(F)F)(=O)=O)(=[O:5])=[O:4].[CH3:16][O:17][C:18]1[C:19]([CH3:26])=[C:20](O)[C:21]([CH3:24])=[CH:22][CH:23]=1.N1C(C)=CC=CC=1C. Product: [CH3:16][O:17][C:18]1[C:19]([CH3:26])=[C:20]([O:6][S:3]([C:2]([F:15])([F:14])[F:1])(=[O:5])=[O:4])[C:21]([CH3:24])=[CH:22][CH:23]=1. The catalyst class is: 4. (2) Reactant: [Cl:1][C:2]1[C:7]([NH:8][C:9](=[O:14])[C:10]([CH3:13])([CH3:12])[CH3:11])=[CH:6][CH:5]=[C:4]([C:15]2[S:16][C:17]3[CH:23]=[C:22]([O:24][CH3:25])[CH:21]=[CH:20][C:18]=3[N:19]=2)[N:3]=1.[H-].[Na+].[CH3:28]I. Product: [Cl:1][C:2]1[C:7]([N:8]([CH3:28])[C:9](=[O:14])[C:10]([CH3:12])([CH3:13])[CH3:11])=[CH:6][CH:5]=[C:4]([C:15]2[S:16][C:17]3[CH:23]=[C:22]([O:24][CH3:25])[CH:21]=[CH:20][C:18]=3[N:19]=2)[N:3]=1. The catalyst class is: 1. (3) Product: [C:1]([N:5]1[C:9]([NH:10][C:11]2[N:16]=[C:15]([CH2:17][C:18]3([C:31]([O:33][CH2:34][CH3:35])=[O:32])[CH2:23][CH2:22][N:21]([C:24]([O:26][C:27]([CH3:28])([CH3:29])[CH3:30])=[O:25])[CH2:20][CH2:19]3)[CH:14]=[C:13]([C:44]3[CH:49]=[CH:48][CH:47]=[CH:46][CH:45]=3)[CH:12]=2)=[CH:8][CH:7]=[N:6]1)([CH3:3])([CH3:4])[CH3:2]. Reactant: [C:1]([N:5]1[C:9]([NH:10][C:11]2[N:16]=[C:15]([CH2:17][C:18]3([C:31]([O:33][CH2:34][CH3:35])=[O:32])[CH2:23][CH2:22][N:21]([C:24]([O:26][C:27]([CH3:30])([CH3:29])[CH3:28])=[O:25])[CH2:20][CH2:19]3)[CH:14]=[C:13](OS(C(F)(F)F)(=O)=O)[CH:12]=2)=[CH:8][CH:7]=[N:6]1)([CH3:4])([CH3:3])[CH3:2].[C:44]1(B(O)O)[CH:49]=[CH:48][CH:47]=[CH:46][CH:45]=1.P([O-])([O-])([O-])=O.[K+].[K+].[K+].O1CCOCC1. The catalyst class is: 84. (4) Product: [C:1]([NH:4][C:5]1[CH:9]=[CH:8][N:7]([C:23]2[CH:24]=[CH:25][C:20]([C:18]([O:17][CH2:15][CH3:16])=[O:19])=[CH:21][CH:22]=2)[C:6]=1[C:10]([O:12][CH2:13][CH3:14])=[O:11])(=[O:3])[CH3:2]. The catalyst class is: 302. Reactant: [C:1]([NH:4][C:5]1[CH:9]=[CH:8][NH:7][C:6]=1[C:10]([O:12][CH2:13][CH3:14])=[O:11])(=[O:3])[CH3:2].[CH2:15]([O:17][C:18]([C:20]1[CH:25]=[CH:24][C:23](B(O)O)=[CH:22][CH:21]=1)=[O:19])[CH3:16].N1C=CC=CC=1.O.